This data is from NCI-60 drug combinations with 297,098 pairs across 59 cell lines. The task is: Regression. Given two drug SMILES strings and cell line genomic features, predict the synergy score measuring deviation from expected non-interaction effect. (1) Drug 1: C1CN1C2=NC(=NC(=N2)N3CC3)N4CC4. Drug 2: C1=CC(=CC=C1CCC2=CNC3=C2C(=O)NC(=N3)N)C(=O)NC(CCC(=O)O)C(=O)O. Cell line: HCT116. Synergy scores: CSS=73.7, Synergy_ZIP=-2.09, Synergy_Bliss=-2.35, Synergy_Loewe=2.62, Synergy_HSA=5.05. (2) Drug 1: C1=NC2=C(N=C(N=C2N1C3C(C(C(O3)CO)O)F)Cl)N. Drug 2: C1=NNC2=C1C(=O)NC=N2. Cell line: BT-549. Synergy scores: CSS=10.8, Synergy_ZIP=-3.99, Synergy_Bliss=-2.12, Synergy_Loewe=0.0548, Synergy_HSA=-0.429. (3) Drug 1: CC=C1C(=O)NC(C(=O)OC2CC(=O)NC(C(=O)NC(CSSCCC=C2)C(=O)N1)C(C)C)C(C)C. Drug 2: C1CN1C2=NC(=NC(=N2)N3CC3)N4CC4. Cell line: A498. Synergy scores: CSS=71.1, Synergy_ZIP=-4.81, Synergy_Bliss=-2.18, Synergy_Loewe=1.55, Synergy_HSA=4.01.